Dataset: Full USPTO retrosynthesis dataset with 1.9M reactions from patents (1976-2016). Task: Predict the reactants needed to synthesize the given product. (1) Given the product [CH3:24][O:23][C:8]1[CH:9]=[C:10]([CH:21]=[CH:22][C:7]=1[B:28]1[O:29][C:30]([CH3:32])([CH3:31])[C:26]([CH3:42])([CH3:25])[O:27]1)[C:11]([O:13][CH2:14][C:15]1[CH:20]=[CH:19][CH:18]=[CH:17][CH:16]=1)=[O:12], predict the reactants needed to synthesize it. The reactants are: CC([O-])=O.[K+].Br[C:7]1[CH:22]=[CH:21][C:10]([C:11]([O:13][CH2:14][C:15]2[CH:20]=[CH:19][CH:18]=[CH:17][CH:16]=2)=[O:12])=[CH:9][C:8]=1[O:23][CH3:24].[CH3:25][C:26]1([CH3:42])[C:30]([CH3:32])([CH3:31])[O:29][B:28]([B:28]2[O:29][C:30]([CH3:32])([CH3:31])[C:26]([CH3:42])([CH3:25])[O:27]2)[O:27]1. (2) Given the product [CH3:13][NH:12][C:10]1[C:9]2[C:4](=[CH:5][C:6]([C:14]3[CH:15]=[N:16][CH:17]=[CH:18][CH:19]=3)=[CH:7][CH:8]=2)[N:3]=[C:2]([C:22]2[CH:21]=[N:20][CH:25]=[CH:24][CH:23]=2)[N:11]=1, predict the reactants needed to synthesize it. The reactants are: Cl[C:2]1[N:11]=[C:10]([NH:12][CH3:13])[C:9]2[C:4](=[CH:5][C:6]([C:14]3[CH:15]=[N:16][CH:17]=[CH:18][CH:19]=3)=[CH:7][CH:8]=2)[N:3]=1.[N:20]1[CH:25]=[CH:24][CH:23]=[C:22](B(O)O)[CH:21]=1.C(=O)([O-])[O-].[K+].[K+].O. (3) The reactants are: [C:1]([O:5][C:6]1[CH:13]=[CH:12][C:9]([CH:10]=O)=[CH:8][CH:7]=1)([CH3:4])([CH3:3])[CH3:2].[NH2:14][C:15]1[N:16]=[N:17][C:18]([CH3:21])=[CH:19][CH:20]=1.C([O:24][C:25](=O)[C:26]([OH:39])=[CH:27][C:28]([C:30]1[CH:35]=[CH:34][C:33]([CH:36]([CH3:38])[CH3:37])=[CH:32][CH:31]=1)=[O:29])C. Given the product [C:1]([O:5][C:6]1[CH:13]=[CH:12][C:9]([CH:10]2[N:14]([C:15]3[N:16]=[N:17][C:18]([CH3:21])=[CH:19][CH:20]=3)[C:25](=[O:24])[C:26]([OH:39])=[C:27]2[C:28](=[O:29])[C:30]2[CH:31]=[CH:32][C:33]([CH:36]([CH3:37])[CH3:38])=[CH:34][CH:35]=2)=[CH:8][CH:7]=1)([CH3:4])([CH3:3])[CH3:2], predict the reactants needed to synthesize it. (4) Given the product [CH2:1]([O:3][C:4](=[O:9])[CH2:5][CH2:6][CH2:7][O:8][CH2:12][C:13]([O:15][CH2:16][CH3:17])=[O:14])[CH3:2], predict the reactants needed to synthesize it. The reactants are: [CH2:1]([O:3][C:4](=[O:9])[CH2:5][CH2:6][CH2:7][OH:8])[CH3:2].[N+](=[CH:12][C:13]([O:15][CH2:16][CH3:17])=[O:14])=[N-].